Dataset: Forward reaction prediction with 1.9M reactions from USPTO patents (1976-2016). Task: Predict the product of the given reaction. (1) Given the reactants [CH2:1]([O:8][C:9]1[CH:14]=[CH:13][C:12]([CH:15]([NH:28][C:29]2[CH:36]=[CH:35][C:32]([C:33]#[N:34])=[CH:31][CH:30]=2)[CH2:16][N:17]2C(=O)C3C(=CC=CC=3)C2=O)=[CH:11][C:10]=1[O:37][CH3:38])[C:2]1[CH:7]=[CH:6][CH:5]=[CH:4][CH:3]=1.O.NN, predict the reaction product. The product is: [NH2:17][CH2:16][CH:15]([NH:28][C:29]1[CH:36]=[CH:35][C:32]([C:33]#[N:34])=[CH:31][CH:30]=1)[C:12]1[CH:13]=[CH:14][C:9]([O:8][CH2:1][C:2]2[CH:7]=[CH:6][CH:5]=[CH:4][CH:3]=2)=[C:10]([O:37][CH3:38])[CH:11]=1. (2) Given the reactants [NH2:1][C:2]1[NH:6][N:5]=[C:4]([OH:7])[C:3]=1[C:8]1[CH:9]=[N:10][CH:11]=[CH:12][CH:13]=1.[O:14]1[C:18]2[CH:19]=[CH:20][C:21]([C:23](=O)[CH2:24][C:25](OC)=[O:26])=[CH:22][C:17]=2[CH2:16][CH2:15]1, predict the reaction product. The product is: [O:14]1[C:18]2[CH:19]=[CH:20][C:21]([C:23]3[NH:1][C:2]4[N:6]([N:5]=[C:4]([OH:7])[C:3]=4[C:8]4[CH:9]=[N:10][CH:11]=[CH:12][CH:13]=4)[C:25](=[O:26])[CH:24]=3)=[CH:22][C:17]=2[CH2:16][CH2:15]1. (3) Given the reactants [CH3:1][N:2]1[CH2:7][CH2:6][C:5](=[O:8])[CH2:4][CH2:3]1.CO[CH:11](OC)[N:12]([CH3:14])[CH3:13], predict the reaction product. The product is: [CH3:11][N:12]([CH:14]=[C:4]1[C:5](=[O:8])[CH2:6][CH2:7][N:2]([CH3:1])[CH2:3]1)[CH3:13]. (4) Given the reactants [Cl:1][CH2:2][CH2:3][CH2:4][CH2:5][CH2:6][CH:7]1[CH2:14][C:13]2[C:8]1=[CH:9][CH:10]=[C:11]([Si](C)(C)C)[CH:12]=2.FC(F)(F)C(O)=O, predict the reaction product. The product is: [Cl:1][CH2:2][CH2:3][CH2:4][CH2:5][CH2:6][CH:7]1[CH2:14][C:13]2[C:8]1=[CH:9][CH:10]=[CH:11][CH:12]=2.